Dataset: Serine/threonine kinase 33 screen with 319,792 compounds. Task: Binary Classification. Given a drug SMILES string, predict its activity (active/inactive) in a high-throughput screening assay against a specified biological target. (1) The result is 0 (inactive). The molecule is O=C(C1CC1)c1c2c(n(c1)CC(=O)Nc1c(cc(cc1)C)C)cccc2. (2) The drug is Fc1ccc(Nc2c(C(=O)NCc3occc3)cccc2)cc1. The result is 0 (inactive).